Dataset: Catalyst prediction with 721,799 reactions and 888 catalyst types from USPTO. Task: Predict which catalyst facilitates the given reaction. (1) Reactant: S([O-])([O-])(=O)=O.[Mg+2].S(=O)(=O)(O)O.[Cl:12][C@H:13]([CH3:17])[C:14]([OH:16])=[O:15].[C:18](O)([CH3:21])([CH3:20])[CH3:19].C(=O)(O)[O-].[Na+]. Product: [Cl:12][C@H:13]([CH3:17])[C:14]([O:16][C:18]([CH3:21])([CH3:20])[CH3:19])=[O:15]. The catalyst class is: 2. (2) Reactant: [Br:1][C:2]1[CH:3]=[C:4]([CH:12]=[CH:13][CH:14]=1)[O:5][CH2:6][CH2:7][NH:8][CH2:9][CH2:10][NH2:11].[F:15][C:16]([F:23])([F:22])[C:17](OCC)=[O:18]. Product: [Br:1][C:2]1[CH:3]=[C:4]([CH:12]=[CH:13][CH:14]=1)[O:5][CH2:6][CH2:7][NH:8][CH2:9][CH2:10][NH:11][C:17](=[O:18])[C:16]([F:23])([F:22])[F:15]. The catalyst class is: 7. (3) Reactant: [CH2:1]([O:3][C:4](=[O:15])[C:5]([C:7]1[CH:12]=[CH:11][C:10](SC)=[CH:9][CH:8]=1)=[O:6])[CH3:2].O[O:17][S:18]([O-:20])=O.[K+].[CH3:22]O. Product: [CH2:1]([O:3][C:4](=[O:15])[C:5]([C:7]1[CH:12]=[CH:11][C:10]([S:18]([CH3:22])(=[O:20])=[O:17])=[CH:9][CH:8]=1)=[O:6])[CH3:2]. The catalyst class is: 6. (4) Reactant: [CH3:1][O:2][C:3]1[CH:12]=[C:11]2[C:6]([C:7](=O)[NH:8][CH:9]=[N:10]2)=[CH:5][C:4]=1[O:14][CH2:15][CH2:16][O:17][CH3:18].O=P(Cl)(Cl)[Cl:21]. Product: [Cl:21][C:7]1[C:6]2[C:11](=[CH:12][C:3]([O:2][CH3:1])=[C:4]([O:14][CH2:15][CH2:16][O:17][CH3:18])[CH:5]=2)[N:10]=[CH:9][N:8]=1. The catalyst class is: 11. (5) Reactant: [F:1][C:2]1[CH:3]=[C:4]([CH:7]=[CH:8][C:9]=1[Br:10])C=O.C(Cl)(=O)C.[CH:15]([O:22][CH2:23][CH3:24])([O:19][CH2:20][CH3:21])OCC. Product: [Br:10][C:9]1[CH:8]=[CH:7][C:4]([CH:15]([O:19][CH2:20][CH3:21])[O:22][CH2:23][CH3:24])=[CH:3][C:2]=1[F:1]. The catalyst class is: 14.